From a dataset of Full USPTO retrosynthesis dataset with 1.9M reactions from patents (1976-2016). Predict the reactants needed to synthesize the given product. (1) The reactants are: CCN(C(C)C)C(C)C.[F:10][C:11]([F:28])([F:27])[O:12][C:13]1[CH:14]=[CH:15][CH:16]=[C:17]2[C:22]=1[O:21][C:20](=[O:23])[C:19]([C:24]([OH:26])=O)=[CH:18]2.CN(C(ON1N=NC2C=CC=NC1=2)=[N+](C)C)C.F[P-](F)(F)(F)(F)F.[CH2:53]([O:55][C:56]1[CH:61]=[CH:60][C:59]([C:62]2[CH:67]=[CH:66][CH:65]=[C:64]([NH2:68])[CH:63]=2)=[CH:58][CH:57]=1)[CH3:54]. Given the product [CH2:53]([O:55][C:56]1[CH:57]=[CH:58][C:59]([C:62]2[CH:67]=[CH:66][CH:65]=[C:64]([NH:68][C:24]([C:19]3[C:20](=[O:23])[O:21][C:22]4[C:17]([CH:18]=3)=[CH:16][CH:15]=[CH:14][C:13]=4[O:12][C:11]([F:10])([F:28])[F:27])=[O:26])[CH:63]=2)=[CH:60][CH:61]=1)[CH3:54], predict the reactants needed to synthesize it. (2) The reactants are: [CH2:1]([NH:5][N:6]1[C:15]2[C:10](=[CH:11][CH:12]=[CH:13][CH:14]=2)[C:9]([OH:16])=[C:8]([C:17]2[NH:22][C:21]3[CH:23]=[CH:24][C:25]([OH:27])=[CH:26][C:20]=3[S:19](=[O:29])(=[O:28])[N:18]=2)[C:7]1=[O:30])[CH2:2][CH2:3][CH3:4].C(=O)([O-])[O-].[Cs+].[Cs+].Br[CH2:38][C:39]([NH2:41])=[O:40]. Given the product [CH2:1]([NH:5][N:6]1[C:15]2[C:10](=[CH:11][CH:12]=[CH:13][CH:14]=2)[C:9]([OH:16])=[C:8]([C:17]2[NH:22][C:21]3[CH:23]=[CH:24][C:25]([O:27][CH2:38][C:39]([NH2:41])=[O:40])=[CH:26][C:20]=3[S:19](=[O:28])(=[O:29])[N:18]=2)[C:7]1=[O:30])[CH2:2][CH2:3][CH3:4], predict the reactants needed to synthesize it. (3) Given the product [NH2:19][C:9](=[O:10])[C@@:8]([CH2:1][C:2]1[CH:7]=[CH:6][CH:5]=[CH:4][CH:3]=1)([OH:17])[C:12]([O:14][CH2:15][CH3:16])=[O:13], predict the reactants needed to synthesize it. The reactants are: [CH2:1]([C@:8]([OH:17])([C:12]([O:14][CH2:15][CH3:16])=[O:13])[C:9](O)=[O:10])[C:2]1[CH:7]=[CH:6][CH:5]=[CH:4][CH:3]=1.C[N:19](C(ON1N=NC2C=CC=NC1=2)=[N+](C)C)C.F[P-](F)(F)(F)(F)F.CCN(C(C)C)C(C)C.N. (4) Given the product [C:38]([CH:28]([CH2:29]/[CH:30]=[CH:31]/[C:32]1[CH:37]=[CH:36][CH:35]=[CH:34][CH:33]=1)[C:27]([NH:26][CH:24]([C:20]1[C:21](=[O:23])[NH:22][C:17]([CH2:16][C:15]2[CH:42]=[CH:43][C:44]([O:45][CH3:46])=[C:13]([O:12][CH3:11])[CH:14]=2)=[N:18][N:19]=1)[CH3:25])=[O:41])(=[O:40])[CH3:39], predict the reactants needed to synthesize it. The reactants are: C(Cl)(=O)C(Cl)=O.CS(C)=O.[CH3:11][O:12][C:13]1[CH:14]=[C:15]([CH:42]=[CH:43][C:44]=1[O:45][CH3:46])[CH2:16][C:17]1[NH:22][C:21](=[O:23])[C:20]([CH:24]([NH:26][C:27](=[O:41])[CH:28]([CH:38]([OH:40])[CH3:39])[CH2:29]/[CH:30]=[CH:31]/[C:32]2[CH:37]=[CH:36][CH:35]=[CH:34][CH:33]=2)[CH3:25])=[N:19][N:18]=1.C(N(CC)CC)C. (5) Given the product [CH3:1][O:2][CH2:3][CH2:4][CH2:5][N:6]1[C:10]([CH2:14][OH:15])=[CH:9][N:8]=[N:7]1, predict the reactants needed to synthesize it. The reactants are: [CH3:1][O:2][CH2:3][CH2:4][CH2:5][N:6]1[CH:10]=[CH:9][N:8]=[N:7]1.CN([CH:14]=[O:15])C.[BH4-].[Na+].O. (6) Given the product [Cl:11][C:10]1[CH:9]=[C:8]2[C:4]([CH:5]=[CH:6][NH:7]2)=[CH:3][C:2]=1[C:23]1[CH:24]=[CH:25][C:20]([O:19][CH3:18])=[CH:21][CH:22]=1, predict the reactants needed to synthesize it. The reactants are: Br[C:2]1[CH:3]=[C:4]2[C:8](=[CH:9][C:10]=1[Cl:11])[NH:7][CH:6]=[CH:5]2.C(=O)([O-])[O-].[Na+].[Na+].[CH3:18][O:19][C:20]1[CH:25]=[CH:24][C:23](B(O)O)=[CH:22][CH:21]=1.[NH4+].[Cl-]. (7) Given the product [CH2:5]([C:7]1[CH:8]=[C:9]([C:15]([C:17]2[CH:22]=[CH:21][CH:20]=[CH:19][CH:18]=2)=[O:16])[C:10]([OH:13])=[N:11][CH:12]=1)[CH3:6], predict the reactants needed to synthesize it. The reactants are: B(Br)(Br)Br.[CH2:5]([C:7]1[CH:8]=[C:9]([C:15]([C:17]2[CH:22]=[CH:21][CH:20]=[CH:19][CH:18]=2)=[O:16])[C:10]([O:13]C)=[N:11][CH:12]=1)[CH3:6].O.